Predict the product of the given reaction. From a dataset of Forward reaction prediction with 1.9M reactions from USPTO patents (1976-2016). (1) Given the reactants C1(C)C=CC=CC=1.N1CCCCC1.[CH3:14][N:15]1[C:24]2[C:19](=[CH:20][C:21]([CH3:38])=[C:22]([C:25]3[CH:26]=[C:27]([CH:30]=[CH:31][C:32]=3[O:33][C:34]([F:37])([F:36])[F:35])[CH:28]=O)[CH:23]=2)[C:18]([CH3:40])([CH3:39])[CH2:17][C:16]1=[O:41].[CH3:42][N:43]1[C:47](=[O:48])[CH2:46][S:45][C:44]1=[O:49], predict the reaction product. The product is: [CH3:42][N:43]1[C:47](=[O:48])[C:46](=[CH:28][C:27]2[CH:30]=[CH:31][C:32]([O:33][C:34]([F:37])([F:36])[F:35])=[C:25]([C:22]3[CH:23]=[C:24]4[C:19]([C:18]([CH3:39])([CH3:40])[CH2:17][C:16](=[O:41])[N:15]4[CH3:14])=[CH:20][C:21]=3[CH3:38])[CH:26]=2)[S:45][C:44]1=[O:49]. (2) Given the reactants [CH3:1][S:2](=[N:14][C:15](=[O:19])[O:16][CH2:17][CH3:18])([CH2:4][C:5]1[CH:10]=[CH:9][CH:8]=[C:7]([N+:11]([O-])=O)[CH:6]=1)=[O:3].[OH-].[Na+].[Cl-].[Na+], predict the reaction product. The product is: [CH2:17]([O:16][C:15](=[O:19])[N:14]=[S:2]([CH2:4][C:5]1[CH:10]=[CH:9][CH:8]=[C:7]([NH2:11])[CH:6]=1)([CH3:1])=[O:3])[CH3:18]. (3) The product is: [CH2:1]([N:8]1[CH2:12][CH2:11][CH:10]([NH:13][C:14]2[CH:15]=[CH:16][C:17]([CH:20]=[O:21])=[CH:18][N:19]=2)[CH2:9]1)[C:2]1[CH:3]=[CH:4][CH:5]=[CH:6][CH:7]=1. Given the reactants [CH2:1]([N:8]1[CH2:12][CH2:11][CH:10]([NH:13][C:14]2[N:19]=[CH:18][C:17]([CH2:20][OH:21])=[CH:16][CH:15]=2)[CH2:9]1)[C:2]1[CH:7]=[CH:6][CH:5]=[CH:4][CH:3]=1, predict the reaction product. (4) The product is: [CH:1]([C:4]1[N:5]=[C:6]([C:9]2[CH:18]=[C:17]([O:19][CH2:20][CH2:21][C@@H:22]3[NH:36][C:35](=[O:37])[N:34]([CH3:38])[CH2:33][CH2:32][CH2:31][CH2:30][CH:29]=[CH:28][C@H:27]4[C@@:25]([C:39]([NH:54][S:51]([C:48]5([C:46]#[CH:47])[CH2:50][CH2:49]5)(=[O:53])=[O:52])=[O:40])([CH2:26]4)[NH:24][C:23]3=[O:42])[C:16]3[C:11](=[C:12]([Cl:45])[C:13]([O:43][CH3:44])=[CH:14][CH:15]=3)[N:10]=2)[S:7][CH:8]=1)([CH3:3])[CH3:2]. Given the reactants [CH:1]([C:4]1[N:5]=[C:6]([C:9]2[CH:18]=[C:17]([O:19][CH2:20][CH2:21][C@@H:22]3[NH:36][C:35](=[O:37])[N:34]([CH3:38])[CH2:33][CH2:32][CH2:31][CH2:30][CH:29]=[CH:28][C@H:27]4[C@@:25]([C:39](O)=[O:40])([CH2:26]4)[NH:24][C:23]3=[O:42])[C:16]3[C:11](=[C:12]([Cl:45])[C:13]([O:43][CH3:44])=[CH:14][CH:15]=3)[N:10]=2)[S:7][CH:8]=1)([CH3:3])[CH3:2].[C:46]([C:48]1([S:51]([NH2:54])(=[O:53])=[O:52])[CH2:50][CH2:49]1)#[CH:47], predict the reaction product. (5) Given the reactants [F:1][C:2]1[CH:3]=[C:4]([C:9](=[O:20])[CH2:10][C:11]2[NH:15][C:14]3[CH2:16][CH2:17][CH2:18][CH2:19][C:13]=3[N:12]=2)[CH:5]=[CH:6][C:7]=1[F:8].C[O-].[Na+].[C:24](OC)(=[O:27])[C:25]#[CH:26], predict the reaction product. The product is: [F:1][C:2]1[CH:3]=[C:4]([CH:5]=[CH:6][C:7]=1[F:8])[C:9]([C:10]1[CH:26]=[CH:25][C:24](=[O:27])[N:15]2[C:14]3[CH2:16][CH2:17][CH2:18][CH2:19][C:13]=3[NH:12][C:11]=12)=[O:20]. (6) The product is: [I:17][C:13]1[S:12][C:11]([C:7]2[CH:8]=[C:9]3[C:4](=[CH:5][CH:6]=2)[C:3](=[O:16])[N:2]([CH3:1])[CH2:10]3)=[CH:15][CH:14]=1. Given the reactants [CH3:1][N:2]1[CH2:10][C:9]2[C:4](=[CH:5][CH:6]=[C:7]([C:11]3[S:12][CH:13]=[CH:14][CH:15]=3)[CH:8]=2)[C:3]1=[O:16].[I:17]N1C(=O)CCC1=O, predict the reaction product. (7) The product is: [C:7]([C:6]1[CH:9]=[CH:10][C:3]2[N:4]([C:18]([S:21][C:22]3[CH:23]=[CH:24][C:25]4[N:26]([CH:28]=[C:29]([NH:31][C:32]([CH:34]5[CH2:36][CH2:35]5)=[O:33])[N:30]=4)[N:27]=3)=[N:2][N:1]=2)[CH:5]=1)#[N:8]. Given the reactants [NH:1]([C:3]1[CH:10]=[CH:9][C:6]([C:7]#[N:8])=[CH:5][N:4]=1)[NH2:2].BrC1C=CC2N([C:18]([S:21][C:22]3[CH:23]=[CH:24][C:25]4[N:26]([CH:28]=[C:29]([NH:31][C:32]([CH:34]5[CH2:36][CH2:35]5)=[O:33])[N:30]=4)[N:27]=3)=NN=2)C=1, predict the reaction product. (8) Given the reactants Cl.[C:2]([NH:6][OH:7])([CH3:5])([CH3:4])[CH3:3].[C:8]([NH:12][S:13]([C:16]1[CH:23]=[CH:22][C:19]([CH:20]=O)=[CH:18][CH:17]=1)(=[O:15])=[O:14])([CH3:11])([CH3:10])[CH3:9], predict the reaction product. The product is: [C:2]([N+:6]([O-:7])=[CH:20][C:19]1[CH:18]=[CH:17][C:16]([S:13](=[O:15])(=[O:14])[NH:12][C:8]([CH3:9])([CH3:11])[CH3:10])=[CH:23][CH:22]=1)([CH3:5])([CH3:4])[CH3:3].